From a dataset of Catalyst prediction with 721,799 reactions and 888 catalyst types from USPTO. Predict which catalyst facilitates the given reaction. (1) Reactant: [CH3:1][N:2]1[C:6]2[CH:7]=[CH:8][CH:9]=[CH:10][C:5]=2[N:4]=[C:3]1[O:11][C:12]1[CH:18]=[CH:17][C:15]([NH2:16])=[CH:14][CH:13]=1.[Cl:19][C:20]1[C:25]([N+:26]([O-:28])=[O:27])=[C:24](Cl)[N:23]=[CH:22][N:21]=1.O. Product: [Cl:19][C:20]1[N:21]=[CH:22][N:23]=[C:24]([NH:16][C:15]2[CH:17]=[CH:18][C:12]([O:11][C:3]3[N:2]([CH3:1])[C:6]4[CH:7]=[CH:8][CH:9]=[CH:10][C:5]=4[N:4]=3)=[CH:13][CH:14]=2)[C:25]=1[N+:26]([O-:28])=[O:27]. The catalyst class is: 1. (2) Reactant: FC(F)(F)C(O)=O.CC([N:12]([CH2:16][CH2:17][NH:18][S:19]([C:22]1[S:23][C:24]([C:27]2[CH:32]=[CH:31][N:30]=[C:29]3[NH:33][C:34]([CH3:36])=[CH:35][C:28]=23)=[CH:25][CH:26]=1)(=[O:21])=[O:20])C(=O)O)(C)C.C(O)(C(F)(F)F)=O. Product: [NH2:12][CH2:16][CH2:17][NH:18][S:19]([C:22]1[S:23][C:24]([C:27]2[CH:32]=[CH:31][N:30]=[C:29]3[NH:33][C:34]([CH3:36])=[CH:35][C:28]=23)=[CH:25][CH:26]=1)(=[O:21])=[O:20]. The catalyst class is: 2. (3) Reactant: [CH:1]1([N:4]2[CH2:9][C:8]3([CH2:14][CH2:13][N:12]([S:15]([C:18]4[CH:23]=[CH:22][C:21](B5OC(C)(C)C(C)(C)O5)=[CH:20][CH:19]=4)(=[O:17])=[O:16])[CH2:11][CH2:10]3)[O:7][CH2:6][C:5]2=[O:33])[CH2:3][CH2:2]1.C([O:42][C:43]1[C:44](Br)=[CH:45][CH:46]=[C:47]2[C:52]=1[N:51]=[CH:50][CH:49]=[CH:48]2)(=O)C1C=CC=CC=1.C(=O)([O-])[O-].[K+].[K+]. Product: [CH:1]1([N:4]2[CH2:9][C:8]3([CH2:14][CH2:13][N:12]([S:15]([C:18]4[CH:19]=[CH:20][C:21]([C:44]5[C:43]([OH:42])=[C:52]6[C:47]([CH:48]=[CH:49][CH:50]=[N:51]6)=[CH:46][CH:45]=5)=[CH:22][CH:23]=4)(=[O:17])=[O:16])[CH2:11][CH2:10]3)[O:7][CH2:6][C:5]2=[O:33])[CH2:3][CH2:2]1. The catalyst class is: 155. (4) Reactant: C(OC(=O)[NH:10][C:11]1([CH3:45])[C:16](=[O:17])[N:15]2[CH:18]([CH2:26][C:27]3[CH:32]=[CH:31][C:30]([Cl:33])=[CH:29][CH:28]=3)[C:19](=[O:25])[N:20]([CH:22]([CH3:24])[CH3:23])[CH2:21][CH:14]2[N:13]([S:34]([C:37]2[CH:42]=[CH:41][C:40]([Cl:43])=[CH:39][C:38]=2[Cl:44])(=[O:36])=[O:35])[CH2:12]1)C1C=CC=CC=1.[Si](I)(C)(C)C. Product: [NH2:10][C:11]1([CH3:45])[C:16](=[O:17])[N:15]2[CH:18]([CH2:26][C:27]3[CH:32]=[CH:31][C:30]([Cl:33])=[CH:29][CH:28]=3)[C:19](=[O:25])[N:20]([CH:22]([CH3:23])[CH3:24])[CH2:21][CH:14]2[N:13]([S:34]([C:37]2[CH:42]=[CH:41][C:40]([Cl:43])=[CH:39][C:38]=2[Cl:44])(=[O:36])=[O:35])[CH2:12]1. The catalyst class is: 10. (5) Reactant: [N+:1]([C:4]1[CH:10]=[C:9]([Cl:11])[CH:8]=[CH:7][C:5]=1[NH2:6])([O-:3])=[O:2].N1C=CC=CC=1.[C:18]1([S:24](Cl)(=[O:26])=[O:25])[CH:23]=[CH:22][CH:21]=[CH:20][CH:19]=1.O. Product: [C:18]1([S:24]([NH:6][C:5]2[CH:7]=[CH:8][C:9]([Cl:11])=[CH:10][C:4]=2[N+:1]([O-:3])=[O:2])(=[O:26])=[O:25])[CH:23]=[CH:22][CH:21]=[CH:20][CH:19]=1. The catalyst class is: 2.